Task: Predict the reactants needed to synthesize the given product.. Dataset: Full USPTO retrosynthesis dataset with 1.9M reactions from patents (1976-2016) Given the product [NH2:1][C:2]1[CH:9]=[C:8]([NH:18][CH2:17][CH2:16][O:15][C:11]([CH3:14])([CH3:13])[CH3:12])[C:5]([C:6]#[N:7])=[CH:4][N:3]=1, predict the reactants needed to synthesize it. The reactants are: [NH2:1][C:2]1[CH:9]=[C:8](F)[C:5]([C:6]#[N:7])=[CH:4][N:3]=1.[C:11]([O:15][CH2:16][CH2:17][NH2:18])([CH3:14])([CH3:13])[CH3:12].